From a dataset of TCR-epitope binding with 47,182 pairs between 192 epitopes and 23,139 TCRs. Binary Classification. Given a T-cell receptor sequence (or CDR3 region) and an epitope sequence, predict whether binding occurs between them. (1) The epitope is IVTDFSVIK. The TCR CDR3 sequence is CASSPPGGNEQFF. Result: 1 (the TCR binds to the epitope). (2) The epitope is KLWAQCVQL. The TCR CDR3 sequence is CASQPIGYDEQFF. Result: 1 (the TCR binds to the epitope). (3) Result: 0 (the TCR does not bind to the epitope). The epitope is SSTFNVPMEKLK. The TCR CDR3 sequence is CASSQASPGYEQYF. (4) The epitope is VLWAHGFEL. The TCR CDR3 sequence is CASSLEEQGGGEQYF. Result: 1 (the TCR binds to the epitope). (5) The epitope is FTISVTTEIL. The TCR CDR3 sequence is CASSQGSQGSETQYF. Result: 1 (the TCR binds to the epitope). (6) The TCR CDR3 sequence is CASSLYGAGAITGELFF. Result: 1 (the TCR binds to the epitope). The epitope is RQLLFVVEV. (7) The epitope is IVTDFSVIK. The TCR CDR3 sequence is CASSPGGGSSFGYTF. Result: 1 (the TCR binds to the epitope).